From a dataset of Full USPTO retrosynthesis dataset with 1.9M reactions from patents (1976-2016). Predict the reactants needed to synthesize the given product. (1) Given the product [Cl:47][C:48]1[CH:53]=[CH:52][CH:51]=[CH:50][C:49]=1[O:54][CH2:3][C:4]1[N:8]2[CH2:9][CH2:10][O:11][C:12]3[CH:17]=[CH:16][C:15]([C:18]#[C:19][C:20]([OH:23])([CH3:22])[CH3:21])=[CH:14][C:13]=3[C:7]2=[N:6][C:5]=1[C:24]([NH2:26])=[O:25], predict the reactants needed to synthesize it. The reactants are: C([CH2:3][C:4]1[N:8]2[CH2:9][CH2:10][O:11][C:12]3[CH:17]=[CH:16][C:15]([C:18]#[C:19][C:20]([OH:23])([CH3:22])[CH3:21])=[CH:14][C:13]=3[C:7]2=[N:6][C:5]=1[C:24]([NH2:26])=[O:25])#N.BrC1C=CC2OCCN3C(CCl)=C(C([O-])=O)N=C3C=2C=1.[Cl:47][C:48]1[CH:53]=[CH:52][CH:51]=[CH:50][C:49]=1[OH:54]. (2) Given the product [ClH:16].[Cl:16][C:11]1[CH:10]=[C:9]([CH:14]=[C:13]([F:15])[CH:12]=1)[NH2:8], predict the reactants needed to synthesize it. The reactants are: Cl.C(OC(=O)[NH:8][C:9]1[CH:14]=[C:13]([F:15])[CH:12]=[C:11]([Cl:16])[CH:10]=1)(C)(C)C.